This data is from Retrosynthesis with 50K atom-mapped reactions and 10 reaction types from USPTO. The task is: Predict the reactants needed to synthesize the given product. (1) Given the product CCOC(=O)Nc1ccc2c(c1)N(C(=O)C(C)NC)c1ccccc1C=C2, predict the reactants needed to synthesize it. The reactants are: CCOC(=O)Nc1ccc2c(c1)N(C(=O)C(C)Br)c1ccccc1C=C2.CN. (2) Given the product CC[N+](CC)(CC)CCO, predict the reactants needed to synthesize it. The reactants are: CCBr.CCN(CC)CCO. (3) Given the product CCCCCCCCCCCCN(CCCC(=O)OCC)CCOc1ccc(CCC(O)C(F)(F)F)cc1, predict the reactants needed to synthesize it. The reactants are: CCCCCCCCCCCCN(CCCC(=O)OCC)CCOc1ccc(/C=C/C(O)C(F)(F)F)cc1. (4) Given the product Cc1nc2c([N+](=O)[O-])ccc(O)c2s1, predict the reactants needed to synthesize it. The reactants are: COc1ccc([N+](=O)[O-])c2nc(C)sc12.